From a dataset of NCI-60 drug combinations with 297,098 pairs across 59 cell lines. Regression. Given two drug SMILES strings and cell line genomic features, predict the synergy score measuring deviation from expected non-interaction effect. Drug 1: CC12CCC3C(C1CCC2=O)CC(=C)C4=CC(=O)C=CC34C. Drug 2: C1=CC=C(C=C1)NC(=O)CCCCCCC(=O)NO. Cell line: HOP-92. Synergy scores: CSS=36.4, Synergy_ZIP=-1.83, Synergy_Bliss=-0.376, Synergy_Loewe=-5.07, Synergy_HSA=0.227.